Dataset: Catalyst prediction with 721,799 reactions and 888 catalyst types from USPTO. Task: Predict which catalyst facilitates the given reaction. (1) Reactant: [CH2:1]1[C@H:9]2[C@H:4]([CH2:5][C:6]3[CH:13]=[CH:12][CH:11]=[CH:10][C:7]=3[CH2:8]2)[CH2:3][NH:2]1.Br[CH2:15][CH2:16][CH2:17][N:18]1[C:22](=[O:23])[C:21]2=[CH:24][CH:25]=[CH:26][CH:27]=[C:20]2[C:19]1=[O:28].[I-].[K+].C(=O)([O-])[O-].[K+].[K+]. Product: [C:19]1(=[O:28])[N:18]([CH2:17][CH2:16][CH2:15][N:2]2[CH2:3][C@H:4]3[C@H:9]([CH2:8][C:7]4[CH:10]=[CH:11][CH:12]=[CH:13][C:6]=4[CH2:5]3)[CH2:1]2)[C:22](=[O:23])[C:21]2=[CH:24][CH:25]=[CH:26][CH:27]=[C:20]12. The catalyst class is: 573. (2) Reactant: [CH2:1]([O:8][C:9](=[O:31])[NH:10][C@@H:11]1[C:14](=[O:15])[NH:13][C@@H:12]1[CH2:16][N:17]1[N:21]=[C:20]([CH2:22][O:23][Si](C(C)(C)C)(C)C)[CH:19]=[N:18]1)[C:2]1[CH:7]=[CH:6][CH:5]=[CH:4][CH:3]=1. Product: [CH2:1]([O:8][C:9](=[O:31])[NH:10][C@@H:11]1[C:14](=[O:15])[NH:13][C@@H:12]1[CH2:16][N:17]1[N:21]=[C:20]([CH2:22][OH:23])[CH:19]=[N:18]1)[C:2]1[CH:3]=[CH:4][CH:5]=[CH:6][CH:7]=1. The catalyst class is: 5. (3) Reactant: C([O:3][C:4]([CH2:6][C:7]1[CH:8]=[C:9]([C:13]2[CH:21]=[CH:20][C:16]([C:17]([OH:19])=[O:18])=[CH:15][C:14]=2[CH2:22][NH:23][CH2:24][CH3:25])[CH:10]=[N:11][CH:12]=1)=[O:5])C.C(N(C(C)C)CC)(C)C.[CH:35]1([C:38](Cl)=[O:39])[CH2:37][CH2:36]1. Product: [C:4]([CH2:6][C:7]1[CH:8]=[C:9]([C:13]2[CH:21]=[CH:20][C:16]([C:17]([OH:19])=[O:18])=[CH:15][C:14]=2[CH2:22][N:23]([C:38]([CH:35]2[CH2:37][CH2:36]2)=[O:39])[CH2:24][CH3:25])[CH:10]=[N:11][CH:12]=1)([OH:3])=[O:5]. The catalyst class is: 2. (4) Reactant: [C:1]([O:6][C:7]1([CH2:12][CH3:13])[CH2:11][CH2:10][CH2:9][CH2:8]1)(=[O:5])[C:2]([CH3:4])=[CH2:3].[C:14]([O:19][CH:20]1[CH:27]2[CH2:28][CH:23]3[CH2:24][CH:25]([CH2:29][C:21]1([CH:30]([CH3:32])[CH3:31])[CH2:22]3)[CH2:26]2)(=[O:18])[C:15]([CH3:17])=[CH2:16].O=C1C(C=C(C)C([O-])=O)CCO1.[C:45]([O:50][C:51]12[CH2:60][CH:55]3[CH2:56][CH:57]([CH2:59][C:53]([OH:61])([CH2:54]3)[CH2:52]1)[CH2:58]2)(=[O:49])[C:46]([CH3:48])=[CH2:47]. Product: [C:14]([O:19][CH:20]1[CH:27]2[CH2:26][CH:25]3[CH2:24][CH:23]([CH2:22][C:21]1([CH:30]([CH3:32])[CH3:31])[CH2:29]3)[CH2:28]2)(=[O:18])[C:15]([CH3:17])=[CH2:16].[C:1]([O:6][C:7]1([CH2:12][CH3:13])[CH2:11][CH2:10][CH2:9][CH2:8]1)(=[O:5])[C:2]([CH3:4])=[CH2:3].[C:45]([O:50][C:51]12[CH2:58][CH:57]3[CH2:56][CH:55]([CH2:54][C:53]([OH:61])([CH2:59]3)[CH2:52]1)[CH2:60]2)(=[O:49])[C:46]([CH3:48])=[CH2:47]. The catalyst class is: 7.